Dataset: Catalyst prediction with 721,799 reactions and 888 catalyst types from USPTO. Task: Predict which catalyst facilitates the given reaction. (1) Reactant: [NH2:1][CH2:2][CH2:3][CH2:4][CH2:5][CH2:6][C:7]([O:9][CH3:10])=[O:8].Cl.CN(C)CCCN=C=NCC.OC1C2N=NNC=2C=CC=1.C(N(C(C)C)CC)(C)C.[C:42](O)(=[O:49])[C:43]1[CH:48]=[CH:47][CH:46]=[CH:45][CH:44]=1. Product: [C:42]([NH:1][CH2:2][CH2:3][CH2:4][CH2:5][CH2:6][C:7]([O:9][CH3:10])=[O:8])(=[O:49])[C:43]1[CH:48]=[CH:47][CH:46]=[CH:45][CH:44]=1. The catalyst class is: 18. (2) The catalyst class is: 7. Reactant: [Cl:1][C:2]1[CH:22]=[C:21]([Cl:23])[CH:20]=[CH:19][C:3]=1[CH2:4][N:5]1[C:9]([CH2:10][CH2:11][C:12]([OH:14])=O)=[CH:8][C:7]([O:15][CH:16]([CH3:18])[CH3:17])=[N:6]1.[CH2:24]([S:27]([NH2:30])(=[O:29])=[O:28])[CH2:25][CH3:26].N12CCCN=C1CCCCC2. Product: [Cl:1][C:2]1[CH:22]=[C:21]([Cl:23])[CH:20]=[CH:19][C:3]=1[CH2:4][N:5]1[C:9]([CH2:10][CH2:11][C:12]([NH:30][S:27]([CH2:24][CH2:25][CH3:26])(=[O:29])=[O:28])=[O:14])=[CH:8][C:7]([O:15][CH:16]([CH3:18])[CH3:17])=[N:6]1. (3) Reactant: N1N2C=CC=NC2=C(C(N)=O)C=1.CC1(C)[O:18][C@@H:17]([CH2:19][NH:20][C:21]([C:23]2[CH:24]=[N:25][N:26]3[CH:31]=[CH:30][C:29]([N:32]4[CH2:36][CH2:35][CH2:34][C@@H:33]4[C:37]4[C:38]([O:44][CH3:45])=[N:39][CH:40]=[C:41]([F:43])[CH:42]=4)=[N:28][C:27]=23)=[O:22])[CH2:16][O:15]1.Cl. Product: [OH:18][C@H:17]([CH2:16][OH:15])[CH2:19][NH:20][C:21]([C:23]1[CH:24]=[N:25][N:26]2[CH:31]=[CH:30][C:29]([N:32]3[CH2:36][CH2:35][CH2:34][C@@H:33]3[C:37]3[C:38]([O:44][CH3:45])=[N:39][CH:40]=[C:41]([F:43])[CH:42]=3)=[N:28][C:27]=12)=[O:22]. The catalyst class is: 49. (4) Reactant: [F:1][C:2]([F:15])([F:14])[CH2:3][O:4][C:5]1[CH:13]=[CH:12][C:8]([C:9]([OH:11])=O)=[CH:7][N:6]=1.[Cl:16][C:17]1[CH:24]=[C:23]([Cl:25])[CH:22]=[CH:21][C:18]=1[CH2:19][NH2:20].ON1C2C=CC=CC=2N=N1.Cl.C(N=C=NCCCN(C)C)C.C(N(C(C)C)CC)(C)C. Product: [Cl:16][C:17]1[CH:24]=[C:23]([Cl:25])[CH:22]=[CH:21][C:18]=1[CH2:19][NH:20][C:9](=[O:11])[C:8]1[CH:12]=[CH:13][C:5]([O:4][CH2:3][C:2]([F:1])([F:15])[F:14])=[N:6][CH:7]=1. The catalyst class is: 18.